From a dataset of Retrosynthesis with 50K atom-mapped reactions and 10 reaction types from USPTO. Predict the reactants needed to synthesize the given product. (1) Given the product CCCCCCCCOc1c(O)c2ccc(OCCC(=O)OCC)cc2oc1=O, predict the reactants needed to synthesize it. The reactants are: CCCCCCCCOc1c(O)c2ccc(O)cc2oc1=O.CCOC(=O)CCBr. (2) Given the product O=C(O)CCCCC(=O)Nc1c(C(=O)Nc2ccc(Cl)cn2)oc2ccccc12, predict the reactants needed to synthesize it. The reactants are: COC(=O)CCCCC(=O)Nc1c(C(=O)Nc2ccc(Cl)cn2)oc2ccccc12. (3) Given the product Clc1cc(N2CCCC2)nc2c1CCC2, predict the reactants needed to synthesize it. The reactants are: C1CCNC1.Clc1cc(Cl)c2c(n1)CCC2. (4) Given the product CN[C@H](CN1CC[C@H](O)C1)c1cccc(-c2noc(C)n2)c1, predict the reactants needed to synthesize it. The reactants are: Cc1nc(-c2cccc([C@@H](CN3CC[C@H](O)C3)N(C)C(=O)OCc3ccccc3)c2)no1. (5) Given the product CCc1nc(-c2ccc(F)cc2)cs1, predict the reactants needed to synthesize it. The reactants are: CCC(N)=S.O=C(CBr)c1ccc(F)cc1.